The task is: Regression/Classification. Given a drug SMILES string, predict its absorption, distribution, metabolism, or excretion properties. Task type varies by dataset: regression for continuous measurements (e.g., permeability, clearance, half-life) or binary classification for categorical outcomes (e.g., BBB penetration, CYP inhibition). Dataset: cyp3a4_veith.. This data is from CYP3A4 inhibition data for predicting drug metabolism from PubChem BioAssay. (1) The compound is O=C(N/N=C/c1ccco1)c1ccncc1. The result is 0 (non-inhibitor). (2) The compound is COc1ccc(-c2nc3cnc(N4CCNCC4)nc3n(C3CC3)c2=O)cc1. The result is 1 (inhibitor).